Dataset: Full USPTO retrosynthesis dataset with 1.9M reactions from patents (1976-2016). Task: Predict the reactants needed to synthesize the given product. (1) The reactants are: [F:1][C:2]1[N:7]=[C:6]([NH2:8])[CH:5]=[CH:4][CH:3]=1.Cl[CH:10](Cl)[C:11]([CH2:13]Cl)=O.C[O:17]CCOC. Given the product [F:1][C:2]1[N:7]2[CH:10]=[C:11]([CH:13]=[O:17])[N:8]=[C:6]2[CH:5]=[CH:4][CH:3]=1, predict the reactants needed to synthesize it. (2) Given the product [Cl:1][C:2]1[CH:7]=[CH:6][C:5]([CH:8]([C:20]2[CH:21]=[CH:22][CH:23]=[CH:24][CH:25]=2)[NH:9][C:10](=[O:19])[CH2:11][C:12]2[CH:17]=[CH:16][C:15]([O:18][CH2:31][C:30]3[O:26][CH:27]=[N:28][CH:29]=3)=[CH:14][CH:13]=2)=[CH:4][CH:3]=1, predict the reactants needed to synthesize it. The reactants are: [Cl:1][C:2]1[CH:7]=[CH:6][C:5]([CH:8]([C:20]2[CH:25]=[CH:24][CH:23]=[CH:22][CH:21]=2)[NH:9][C:10](=[O:19])[CH2:11][C:12]2[CH:17]=[CH:16][C:15]([OH:18])=[CH:14][CH:13]=2)=[CH:4][CH:3]=1.[O:26]1[C:30]([CH2:31]O)=[CH:29][N:28]=[CH:27]1.C1(P(C2C=CC=CC=2)C2C=CC=CC=2)C=CC=CC=1.N(C(OC(C)C)=O)=NC(OC(C)C)=O. (3) The reactants are: C([NH:9][C:10]([NH:12][C:13]1[C:18]([O:19][C:20]2[CH:25]=[CH:24][CH:23]=[CH:22][CH:21]=2)=[CH:17][C:16]([Cl:26])=[CH:15][N:14]=1)=[S:11])(=O)C1C=CC=CC=1.[OH-].[Na+]. Given the product [Cl:26][C:16]1[CH:17]=[C:18]([O:19][C:20]2[CH:21]=[CH:22][CH:23]=[CH:24][CH:25]=2)[C:13]([NH:12][C:10]([NH2:9])=[S:11])=[N:14][CH:15]=1, predict the reactants needed to synthesize it. (4) Given the product [F:8][C:4]1[CH:5]=[CH:6][CH:7]=[C:2]([F:1])[C:3]=1[C:9]1[NH:26][C:12]2=[N:13][CH:14]=[C:15]([C:29]3[N:30]=[C:31]([C:33]4[CH:38]=[N:37][CH:36]=[CH:35][N:34]=4)[S:32][C:28]=3[CH3:27])[CH:16]=[C:11]2[CH:10]=1, predict the reactants needed to synthesize it. The reactants are: [F:1][C:2]1[CH:7]=[CH:6][CH:5]=[C:4]([F:8])[C:3]=1[C:9]1[NH:26][C:12]2=[N:13][CH:14]=[C:15](B3OC(C)(C)C(C)(C)O3)[CH:16]=[C:11]2[CH:10]=1.[CH3:27][C:28]1[S:32][C:31]([C:33]2[CH:38]=[N:37][CH:36]=[CH:35][N:34]=2)=[N:30][C:29]=1OS(C(F)(F)F)(=O)=O. (5) Given the product [Cl:8][C:3]1[C:2]([NH:1][C:13](=[O:14])[C:12]2[CH:16]=[CH:17][CH:18]=[CH:19][C:11]=2[C:10]([F:9])([F:20])[F:21])=[CH:7][CH:6]=[CH:5][N:4]=1, predict the reactants needed to synthesize it. The reactants are: [NH2:1][C:2]1[C:3]([Cl:8])=[N:4][CH:5]=[CH:6][CH:7]=1.[F:9][C:10]([F:21])([F:20])[C:11]1[CH:19]=[CH:18][CH:17]=[CH:16][C:12]=1[C:13](Cl)=[O:14]. (6) The reactants are: [CH:1]1[C:9]2[C:10]3[C@@H:15]([CH2:16][C:7]4[C:8]=2[C:4]([NH:5][CH:6]=4)=[CH:3][CH:2]=1)[NH:14][CH2:13][C@H:12]([C:17]([N:19]1[CH2:23][CH2:22][CH2:21][CH2:20]1)=[O:18])[CH:11]=3.[N:24]([C:27]1[CH:32]=[CH:31][CH:30]=[CH:29][C:28]=1[O:33][CH3:34])=[C:25]=[O:26].[N-]=C=O. Given the product [CH3:34][O:33][C:28]1[CH:29]=[CH:30][CH:31]=[CH:32][C:27]=1[NH:24][C:25]([N:14]1[C@H:15]2[C:10]([C:9]3[CH:1]=[CH:2][CH:3]=[C:4]4[C:8]=3[C:7](=[CH:6][NH:5]4)[CH2:16]2)=[CH:11][C@@H:12]([C:17]([N:19]2[CH2:20][CH2:21][CH2:22][CH2:23]2)=[O:18])[CH2:13]1)=[O:26], predict the reactants needed to synthesize it.